Dataset: Catalyst prediction with 721,799 reactions and 888 catalyst types from USPTO. Task: Predict which catalyst facilitates the given reaction. (1) Reactant: [C:1]12([CH2:11][OH:12])[CH2:10][CH:5]3[CH2:6][CH:7]([CH2:9][CH:3]([CH2:4]3)[CH2:2]1)[CH2:8]2.[H-].[Na+].[Cl:15][C:16]1[C:17](F)=[CH:18][C:19]([F:24])=[C:20]([CH:23]=1)[C:21]#[N:22]. Product: [C:1]12([CH2:11][O:12][C:17]3[C:16]([Cl:15])=[CH:23][C:20]([C:21]#[N:22])=[C:19]([F:24])[CH:18]=3)[CH2:8][CH:7]3[CH2:6][CH:5]([CH2:4][CH:3]([CH2:9]3)[CH2:2]1)[CH2:10]2. The catalyst class is: 3. (2) Reactant: Br.[Br:2][CH:3]1[CH2:8][CH2:7][NH:6][CH2:5][CH2:4]1.C(=O)([O-])[O-].[K+].[K+].Cl[C:16]([O:18][CH2:19][C:20]1[CH:25]=[CH:24][CH:23]=[CH:22][CH:21]=1)=[O:17].C(OCC)(=O)C. Product: [Br:2][CH:3]1[CH2:8][CH2:7][N:6]([C:16]([O:18][CH2:19][C:20]2[CH:25]=[CH:24][CH:23]=[CH:22][CH:21]=2)=[O:17])[CH2:5][CH2:4]1. The catalyst class is: 20. (3) Reactant: Cl[C:2]1[N:3]=[C:4]([NH:18][CH2:19][CH2:20][CH3:21])[C:5]2[N:6]=[C:7]([NH:16][CH3:17])[N:8]=[C:9]([NH:12][CH2:13][CH2:14][CH3:15])[C:10]=2[N:11]=1.[F:22][C:23]1[CH:30]=[CH:29][C:26]([CH2:27][NH2:28])=[CH:25][CH:24]=1.Cl.ClC1C(C)=C(C=CC=1)CNC1N=C(NCCC)C2N=C(NC)N=C(NCCC)C=2N=1. Product: [F:22][C:23]1[CH:30]=[CH:29][C:26]([CH2:27][NH:28][C:2]2[N:3]=[C:4]([NH:18][CH2:19][CH2:20][CH3:21])[C:5]3[N:6]=[C:7]([NH:16][CH3:17])[N:8]=[C:9]([NH:12][CH2:13][CH2:14][CH3:15])[C:10]=3[N:11]=2)=[CH:25][CH:24]=1. The catalyst class is: 51. (4) Reactant: [CH:1]([NH2:3])=O.[NH2:4][C:5]1[C:9](C#N)=[CH:8][N:7]([CH2:12][CH2:13][CH2:14][CH2:15][CH2:16][CH2:17][CH2:18][CH2:19][CH2:20][CH2:21][CH3:22])[N:6]=1.[NH2:23][C:24]1[N:28]([CH2:29][CH2:30][CH2:31][CH2:32][CH2:33][CH2:34][CH2:35][CH2:36][CH2:37][CH2:38][CH3:39])[N:27]=[CH:26][C:25]=1[C:40]#[N:41]. Product: [CH2:12]([N:7]1[C:8]2=[N:23][CH:24]=[N:28][C:1]([NH2:3])=[C:9]2[CH:5]=[N:6]1)[CH2:13][CH2:14][CH2:15][CH2:16][CH2:17][CH2:18][CH2:19][CH2:20][CH2:21][CH3:22].[CH2:29]([N:28]1[CH:24]=[C:25]2[C:26]([N:4]=[CH:5][N:6]=[C:40]2[NH2:41])=[N:27]1)[CH2:30][CH2:31][CH2:32][CH2:33][CH2:34][CH2:35][CH2:36][CH2:37][CH2:38][CH3:39]. The catalyst class is: 98. (5) Reactant: [CH3:1][O:2][CH2:3][CH:4]1[CH2:9][N:8]([C:10]2[CH:15]=[CH:14][N:13]=[CH:12][C:11]=2[N+:16]([O-])=O)[CH2:7][CH2:6][N:5]1[CH3:19].[H][H]. Product: [CH3:1][O:2][CH2:3][CH:4]1[N:5]([CH3:19])[CH2:6][CH2:7][N:8]([C:10]2[CH:15]=[CH:14][N:13]=[CH:12][C:11]=2[NH2:16])[CH2:9]1. The catalyst class is: 19. (6) The catalyst class is: 16. Product: [CH3:11][C:4]1[CH:3]=[C:2]([NH:12][C:13]2([CH2:18][OH:19])[CH2:17][CH2:16][CH2:15][CH2:14]2)[CH:7]=[CH:6][C:5]=1[N+:8]([O-:10])=[O:9]. Reactant: F[C:2]1[CH:7]=[CH:6][C:5]([N+:8]([O-:10])=[O:9])=[C:4]([CH3:11])[CH:3]=1.[NH2:12][C:13]1([CH2:18][OH:19])[CH2:17][CH2:16][CH2:15][CH2:14]1.CCN(C(C)C)C(C)C.